From a dataset of Full USPTO retrosynthesis dataset with 1.9M reactions from patents (1976-2016). Predict the reactants needed to synthesize the given product. (1) Given the product [F:42][C:43]1[CH:48]=[CH:47][CH:46]=[CH:45][C:44]=1[C@H:49]([O:51][C:23](=[O:32])[NH:20][C:9]1[C:10]([CH3:13])=[N:11][O:12][C:8]=1[C:5]1[CH:6]=[CH:7][C:2]([Br:1])=[C:3]([CH3:17])[CH:4]=1)[CH3:50], predict the reactants needed to synthesize it. The reactants are: [Br:1][C:2]1[CH:7]=[CH:6][C:5]([C:8]2[O:12][N:11]=[C:10]([CH3:13])[C:9]=2C(O)=O)=[CH:4][C:3]=1[CH3:17].C([N:20]([CH2:23]C)CC)C.C1(P(N=[N+]=[N-])(C2C=CC=CC=2)=[O:32])C=CC=CC=1.[F:42][C:43]1[CH:48]=[CH:47][CH:46]=[CH:45][C:44]=1[C@H:49]([OH:51])[CH3:50]. (2) Given the product [F:40][C:25]1[CH:24]=[C:23]([C:2]2[CH:21]=[CH:20][C:5]([C:6]([C@@H:8]3[CH2:12][CH2:11][CH2:10][C@H:9]3[C:13]([O:15][C:16]([CH3:19])([CH3:18])[CH3:17])=[O:14])=[O:7])=[CH:4][CH:3]=2)[CH:28]=[CH:27][C:26]=1[NH:29][C:30]1[S:31][C:32]2[CH:38]=[C:37]([F:39])[CH:36]=[CH:35][C:33]=2[N:34]=1.[F:41][C:42]1[CH:43]=[C:44]([C:63]2[CH:64]=[CH:65][C:66]([C:69]([C@@H:71]3[CH2:75][CH2:74][CH2:73][C@H:72]3[C:76]([OH:78])=[O:77])=[O:70])=[CH:67][CH:68]=2)[CH:45]=[CH:46][C:47]=1[NH:48][C:49]1[S:50][C:51]2[CH:57]=[C:56]([F:39])[CH:55]=[CH:54][C:52]=2[N:53]=1, predict the reactants needed to synthesize it. The reactants are: Br[C:2]1[CH:21]=[CH:20][C:5]([C:6]([C@@H:8]2[CH2:12][CH2:11][CH2:10][C@H:9]2[C:13]([O:15][C:16]([CH3:19])([CH3:18])[CH3:17])=[O:14])=[O:7])=[CH:4][CH:3]=1.Br[C:23]1[CH:28]=[CH:27][C:26]([NH:29][C:30]2[S:31][C:32]3[CH:38]=[C:37]([F:39])[CH:36]=[CH:35][C:33]=3[N:34]=2)=[C:25]([F:40])[CH:24]=1.[F:41][C:42]1[CH:43]=[C:44]([C:63]2[CH:68]=[CH:67][C:66]([C:69]([C@@H:71]3[CH2:75][CH2:74][CH2:73][C@H:72]3[C:76]([O:78]C)=[O:77])=[O:70])=[CH:65][CH:64]=2)[CH:45]=[CH:46][C:47]=1[NH:48][C:49]1[S:50][C:51]2[CH:57]=[C:56](OC(F)(F)F)[CH:55]=[CH:54][C:52]=2[N:53]=1. (3) Given the product [CH2:23]([N:27]([CH2:28][CH2:29][CH2:30][CH3:31])[C:11]([C:8]1[CH:9]=[C:10]2[NH:2][C:3]([NH:14][C:15]3[CH:16]=[CH:17][C:18]([O:21][CH3:22])=[CH:19][CH:20]=3)=[N:4][C:5]2=[N:6][CH:7]=1)=[O:12])[CH2:24][CH2:25][CH3:26], predict the reactants needed to synthesize it. The reactants are: C[N:2]1[C:10]2[C:5](=[N:6][CH:7]=[C:8]([C:11](O)=[O:12])[CH:9]=2)[N:4]=[C:3]1[NH:14][C:15]1[CH:20]=[CH:19][C:18]([O:21][CH3:22])=[CH:17][CH:16]=1.[CH2:23]([NH:27][CH2:28][CH2:29][CH2:30][CH3:31])[CH2:24][CH2:25][CH3:26]. (4) The reactants are: [Cl:1][C:2]1[CH:3]=[N:4][C:5]([O:11][CH2:12][C:13]2[CH:18]=[CH:17][CH:16]=[CH:15][C:14]=2[Cl:19])=[C:6]([CH:10]=1)[C:7]([OH:9])=O.Cl.[NH2:21][C@H:22]([C:24]1[CH:33]=[CH:32][C:27]([C:28]([O:30][CH3:31])=[O:29])=[CH:26][CH:25]=1)[CH3:23]. Given the product [Cl:1][C:2]1[CH:10]=[C:6]([C:7]([NH:21][C@H:22]([C:24]2[CH:33]=[CH:32][C:27]([C:28]([O:30][CH3:31])=[O:29])=[CH:26][CH:25]=2)[CH3:23])=[O:9])[C:5]([O:11][CH2:12][C:13]2[CH:18]=[CH:17][CH:16]=[CH:15][C:14]=2[Cl:19])=[N:4][CH:3]=1, predict the reactants needed to synthesize it. (5) Given the product [Cl:26][C:27]1[CH:28]=[C:29]([NH:33][C:34]([NH:15][C:7]([C:2]2[CH:3]=[CH:4][CH:5]=[CH:6][N:1]=2)([C:16]2[CH:21]=[CH:20][CH:19]=[C:18]([C:22]([F:23])([F:24])[F:25])[CH:17]=2)[CH2:8][C:9]2[CH:10]=[CH:11][CH:12]=[CH:13][CH:14]=2)=[S:35])[CH:30]=[CH:31][CH:32]=1, predict the reactants needed to synthesize it. The reactants are: [N:1]1[CH:6]=[CH:5][CH:4]=[CH:3][C:2]=1[C:7]([C:16]1[CH:21]=[CH:20][CH:19]=[C:18]([C:22]([F:25])([F:24])[F:23])[CH:17]=1)([NH2:15])[CH2:8][C:9]1[CH:14]=[CH:13][CH:12]=[CH:11][CH:10]=1.[Cl:26][C:27]1[CH:28]=[C:29]([N:33]=[C:34]=[S:35])[CH:30]=[CH:31][CH:32]=1. (6) Given the product [CH:1]([Si:4]([CH:22]([CH3:24])[CH3:23])([CH:25]([CH3:27])[CH3:26])[O:5][CH2:6][C:7]1[S:8][C:9]([C:29]2[CH:30]=[CH:31][C:32]([O:35][C:36]([F:37])([F:38])[F:39])=[CH:33][CH:34]=2)=[CH:10][C:11]=1[CH3:12])([CH3:2])[CH3:3], predict the reactants needed to synthesize it. The reactants are: [CH:1]([Si:4]([CH:25]([CH3:27])[CH3:26])([CH:22]([CH3:24])[CH3:23])[O:5][CH2:6][C:7]1[S:8][C:9](B2OC(C)(C)C(C)(C)O2)=[CH:10][C:11]=1[CH3:12])([CH3:3])[CH3:2].Br[C:29]1[CH:34]=[CH:33][C:32]([O:35][C:36]([F:39])([F:38])[F:37])=[CH:31][CH:30]=1.C(=O)([O-])[O-].[Na+].[Na+]. (7) Given the product [NH:48]1[CH2:47][CH2:46][N:45]=[C:44]1[C:40]1[CH:39]=[C:38]([C:15]2[CH:16]=[C:17]3[C:9]([C:4]4[CH:5]=[CH:6][CH:7]=[CH:8][C:3]=4[O:2][CH3:1])=[CH:10][NH:11][C:12]3=[N:13][CH:14]=2)[CH:43]=[CH:42][CH:41]=1.[CH3:1][O:2][C:3]1[CH:8]=[CH:7][CH:6]=[CH:5][C:4]=1[C:9]1[C:17]2[C:12](=[N:13][CH:14]=[C:15]([C:38]3[CH:39]=[C:40]([C:44]4([OH:53])[NH:45][CH2:46][CH2:47][NH:48]4)[CH:41]=[CH:42][CH:43]=3)[CH:16]=2)[NH:11][CH:10]=1, predict the reactants needed to synthesize it. The reactants are: [CH3:1][O:2][C:3]1[CH:8]=[CH:7][CH:6]=[CH:5][C:4]=1[C:9]1[C:17]2[C:12](=[N:13][CH:14]=[C:15](B3OC(C)(C)C(C)(C)O3)[CH:16]=2)[N:11](S(C2C=CC(C)=CC=2)(=O)=O)[CH:10]=1.I[C:38]1[CH:39]=[C:40]([C:44]2[NH:45][CH2:46][CH2:47][N:48]=2)[CH:41]=[CH:42][CH:43]=1.ClCCl.C(=O)(O)[O-:53].[Na+].